Dataset: Forward reaction prediction with 1.9M reactions from USPTO patents (1976-2016). Task: Predict the product of the given reaction. Given the reactants Br[C:2]1[CH:14]=[CH:13][C:12]2[C:11]3[C:6](=[CH:7][CH:8]=[CH:9][CH:10]=3)[C:5]([CH3:16])([CH3:15])[C:4]=2[CH:3]=1.[CH:17]1[C:25]2[C:24]3[CH:26]=[CH:27][CH:28]=[CH:29][C:23]=3[S:22][C:21]=2[C:20](B(O)O)=[CH:19][CH:18]=1.CC1C=CC=CC=1P(C1C=CC=CC=1C)C1C=CC=CC=1C.C(=O)([O-])[O-].[K+].[K+], predict the reaction product. The product is: [CH3:15][C:5]1([CH3:16])[C:4]2[CH:3]=[C:2]([C:29]3[C:23]4[S:22][C:21]5[CH:20]=[CH:19][CH:18]=[CH:17][C:25]=5[C:24]=4[CH:26]=[CH:27][CH:28]=3)[CH:14]=[CH:13][C:12]=2[C:11]2[C:6]1=[CH:7][CH:8]=[CH:9][CH:10]=2.